This data is from Reaction yield outcomes from USPTO patents with 853,638 reactions. The task is: Predict the reaction yield, written as a fraction of the theoretical maximum amount of product (1.0 means a 100% yield; for example, 0.34 means a 34% yield). The reactants are [N+:1]([C:4]1[CH:5]=[C:6]([C:21]2[S:25][C:24]([C:26]([S:29]([NH2:32])(=[O:31])=[O:30])([CH3:28])[CH3:27])=[N:23][CH:22]=2)[CH:7]=[C:8]([NH:10][C:11]2[N:16]=[C:15]([C:17]([F:20])([F:19])[F:18])[CH:14]=[CH:13][N:12]=2)[CH:9]=1)([O-])=O. The catalyst is CO. The product is [NH2:1][C:4]1[CH:5]=[C:6]([C:21]2[S:25][C:24]([C:26]([S:29]([NH2:32])(=[O:31])=[O:30])([CH3:28])[CH3:27])=[N:23][CH:22]=2)[CH:7]=[C:8]([NH:10][C:11]2[N:16]=[C:15]([C:17]([F:19])([F:18])[F:20])[CH:14]=[CH:13][N:12]=2)[CH:9]=1. The yield is 0.620.